Predict the reactants needed to synthesize the given product. From a dataset of Full USPTO retrosynthesis dataset with 1.9M reactions from patents (1976-2016). (1) Given the product [CH3:1][O:2][C:3]1[CH:8]=[C:7]([N+:9]([O-:11])=[O:10])[CH:6]=[CH:5][C:4]=1[S:12]([N:17]([CH3:16])[CH2:18][CH2:19][CH2:20][N:21]1[CH2:26][CH2:25][O:24][CH2:23][CH2:22]1)(=[O:14])=[O:13], predict the reactants needed to synthesize it. The reactants are: [CH3:1][O:2][C:3]1[CH:8]=[C:7]([N+:9]([O-:11])=[O:10])[CH:6]=[CH:5][C:4]=1[S:12](Cl)(=[O:14])=[O:13].[CH3:16][NH:17][CH2:18][CH2:19][CH2:20][N:21]1[CH2:26][CH2:25][O:24][CH2:23][CH2:22]1.CCN(CC)CC. (2) The reactants are: [Cl:1][C:2]1[CH:10]=[CH:9][CH:8]=[C:7]2[C:3]=1[C:4]([C:20]1[C:21](O)=[CH:22][C:23]3[O:27][CH2:26][CH2:25][C:24]=3[CH:28]=1)([CH2:18][OH:19])[C:5](=[O:17])[N:6]2[CH2:11][C:12]([O:14][CH2:15][CH3:16])=[O:13].ClC1C=CC(Cl)=C2C=1C(C1C(O)=CC3OCOC=3C=1)(CO)C(=O)N2CCCCC. Given the product [Cl:1][C:2]1[CH:10]=[CH:9][CH:8]=[C:7]2[C:3]=1[C:4]1([CH2:18][O:19][C:21]3[CH:22]=[C:23]4[C:24](=[CH:28][C:20]1=3)[CH2:25][CH2:26][O:27]4)[C:5](=[O:17])[N:6]2[CH2:11][C:12]([O:14][CH2:15][CH3:16])=[O:13], predict the reactants needed to synthesize it. (3) Given the product [NH2:7][C:8]1[C:9]([O:20][C:21]2[CH:22]=[C:23]([CH:24]=[CH:25][CH:26]=2)[C:27]#[N:28])=[N:10][C:11]([C:14]2[CH:15]=[N:16][CH:17]=[CH:18][CH:19]=2)=[N:12][CH:13]=1, predict the reactants needed to synthesize it. The reactants are: C(OC(=O)[NH:7][C:8]1[C:9]([O:20][C:21]2[CH:26]=[CH:25][CH:24]=[C:23]([C:27]#[N:28])[CH:22]=2)=[N:10][C:11]([C:14]2[CH:15]=[N:16][CH:17]=[CH:18][CH:19]=2)=[N:12][CH:13]=1)(C)(C)C.C(O)(C(F)(F)F)=O. (4) Given the product [F:1][C:2]1[C:7]2[C:8]([C:18]([NH:19][CH3:20])=[O:21])=[C:9]([C:11]3[CH:16]=[CH:15][C:14]([F:17])=[CH:13][CH:12]=3)[O:10][C:6]=2[CH:5]=[CH:4][C:3]=1[C:22]1[CH:23]=[C:24]([C:25](=[O:26])[NH:27][C:28]2([C:39]3[N:44]=[CH:43][CH:42]=[CH:41][N:40]=3)[CH2:29][NH:30][CH2:31]2)[CH:45]=[CH:46][C:47]=1[CH3:48], predict the reactants needed to synthesize it. The reactants are: [F:1][C:2]1[C:7]2[C:8]([C:18](=[O:21])[NH:19][CH3:20])=[C:9]([C:11]3[CH:16]=[CH:15][C:14]([F:17])=[CH:13][CH:12]=3)[O:10][C:6]=2[CH:5]=[CH:4][C:3]=1[C:22]1[CH:23]=[C:24]([CH:45]=[CH:46][C:47]=1[CH3:48])[C:25]([NH:27][C:28]1([C:39]2[N:44]=[CH:43][CH:42]=[CH:41][N:40]=2)[CH2:31][N:30](C(OC(C)(C)C)=O)[CH2:29]1)=[O:26].Cl.CCOCC. (5) Given the product [CH:1]1[C:10]2[C:5](=[CH:6][C:7]([C:11]3[CH:15]=[C:14]([CH2:16][CH2:17][C@@H:18]([NH2:26])[CH2:19][C:20]4[CH:21]=[CH:22][CH:23]=[CH:24][CH:25]=4)[O:13][N:12]=3)=[CH:8][CH:9]=2)[CH:4]=[CH:3][N:2]=1, predict the reactants needed to synthesize it. The reactants are: [CH:1]1[C:10]2[C:5](=[CH:6][C:7]([C:11]3[CH:15]=[C:14]([CH2:16][CH2:17][C@@H:18]([NH:26]C(=O)OC(C)(C)C)[CH2:19][C:20]4[CH:25]=[CH:24][CH:23]=[CH:22][CH:21]=4)[O:13][N:12]=3)=[CH:8][CH:9]=2)[CH:4]=[CH:3][N:2]=1.C(O)(C(F)(F)F)=O. (6) Given the product [CH2:1]([N:8]1[C:16]2[C:11](=[CH:12][C:13]([NH:17][C:19]3[C:20]4[CH:27]=[C:26]([C:28]#[CH:29])[S:25][C:21]=4[N:22]=[CH:23][N:24]=3)=[CH:14][CH:15]=2)[CH:10]=[N:9]1)[C:2]1[CH:3]=[CH:4][CH:5]=[CH:6][CH:7]=1, predict the reactants needed to synthesize it. The reactants are: [CH2:1]([N:8]1[C:16]2[C:11](=[CH:12][C:13]([NH2:17])=[CH:14][CH:15]=2)[CH:10]=[N:9]1)[C:2]1[CH:7]=[CH:6][CH:5]=[CH:4][CH:3]=1.Cl[C:19]1[C:20]2[CH:27]=[C:26]([C:28]#[CH:29])[S:25][C:21]=2[N:22]=[CH:23][N:24]=1.FC1C2C=C(C#C)SC=2N=CN=1.